This data is from Peptide-MHC class I binding affinity with 185,985 pairs from IEDB/IMGT. The task is: Regression. Given a peptide amino acid sequence and an MHC pseudo amino acid sequence, predict their binding affinity value. This is MHC class I binding data. (1) The peptide sequence is SLQTIASKK. The MHC is HLA-B51:01 with pseudo-sequence HLA-B51:01. The binding affinity (normalized) is 0. (2) The peptide sequence is SGVENPGGYC. The MHC is H-2-Db with pseudo-sequence H-2-Db. The binding affinity (normalized) is 0.139.